Dataset: Full USPTO retrosynthesis dataset with 1.9M reactions from patents (1976-2016). Task: Predict the reactants needed to synthesize the given product. (1) Given the product [NH2:1][C:4]1[CH:5]=[CH:6][C:7]([S:10][CH:11]2[CH2:15][CH2:14][O:13][C:12]2=[O:16])=[CH:8][CH:9]=1, predict the reactants needed to synthesize it. The reactants are: [N+:1]([C:4]1[CH:9]=[CH:8][C:7]([S:10][CH:11]2[CH2:15][CH2:14][O:13][C:12]2=[O:16])=[CH:6][CH:5]=1)([O-])=O.CO.[H][H]. (2) Given the product [Cl:6][C:7]1[C:16]2[C:11](=[CH:12][CH:13]=[C:14]([C:31]([C:30]3[C:25]([CH3:24])=[N:26][C:27]([CH3:39])=[CH:28][CH:29]=3)([C:33]3[N:37]([CH3:38])[N:36]=[N:35][CH:34]=3)[OH:32])[CH:15]=2)[N:10]=[C:9]([O:18][CH3:19])[C:8]=1[CH2:20][CH:21]1[CH2:23][CH2:22]1, predict the reactants needed to synthesize it. The reactants are: C([Li])CCC.[Cl:6][C:7]1[C:16]2[C:11](=[CH:12][CH:13]=[C:14](I)[CH:15]=2)[N:10]=[C:9]([O:18][CH3:19])[C:8]=1[CH2:20][CH:21]1[CH2:23][CH2:22]1.[CH3:24][C:25]1[C:30]([C:31]([C:33]2[N:37]([CH3:38])[N:36]=[N:35][CH:34]=2)=[O:32])=[CH:29][CH:28]=[C:27]([CH3:39])[N:26]=1. (3) Given the product [C:11]([O:10][C:9]([N:8]([C:16]1[CH:21]=[CH:20][N:19]=[C:18]([C:22]2[CH:23]=[N:24][N:25]([CH2:34][CH:35]3[CH2:37][CH2:36]3)[CH:26]=2)[N:17]=1)[C:6](=[O:7])[O:5][C:1]([CH3:2])([CH3:3])[CH3:4])=[O:15])([CH3:14])([CH3:13])[CH3:12], predict the reactants needed to synthesize it. The reactants are: [C:1]([O:5][C:6]([N:8]([C:16]1[CH:21]=[CH:20][N:19]=[C:18]([C:22]2[CH:23]=[N:24][NH:25][CH:26]=2)[N:17]=1)[C:9](=[O:15])[O:10][C:11]([CH3:14])([CH3:13])[CH3:12])=[O:7])([CH3:4])([CH3:3])[CH3:2].C(=O)([O-])[O-].[Cs+].[Cs+].Br[CH2:34][CH:35]1[CH2:37][CH2:36]1.